This data is from Full USPTO retrosynthesis dataset with 1.9M reactions from patents (1976-2016). The task is: Predict the reactants needed to synthesize the given product. (1) Given the product [O:11]1[CH2:12][CH2:13][CH2:14][O:15][CH:10]1[C:3]1[CH:4]=[C:5]([O:8][CH3:9])[CH:6]=[CH:7][C:2]=1[NH:25][CH:22]1[CH2:23][CH2:24][N:19]([CH:16]([CH3:18])[CH3:17])[CH2:20][CH2:21]1, predict the reactants needed to synthesize it. The reactants are: Br[C:2]1[CH:7]=[CH:6][C:5]([O:8][CH3:9])=[CH:4][C:3]=1[CH:10]1[O:15][CH2:14][CH2:13][CH2:12][O:11]1.[CH:16]([N:19]1[CH2:24][CH2:23][CH:22]([NH2:25])[CH2:21][CH2:20]1)([CH3:18])[CH3:17].CC(C)([O-])C.[Na+]. (2) Given the product [CH3:1][C:2]([CH3:6])([CH:3]([OH:4])[CH2:9][CH:8]=[CH2:7])[CH3:5], predict the reactants needed to synthesize it. The reactants are: [CH3:1][C:2]([CH3:6])([CH3:5])[CH:3]=[O:4].[CH2:7]([Mg]Br)[CH:8]=[CH2:9]. (3) Given the product [I-:27].[C:1]([C:4]1[CH:5]=[N+:6]([CH2:24][CH2:25][CH3:26])[CH:7]=[CH:8][C:9]=1[CH2:10][CH:11]1[CH2:20][CH2:19][C:18]2[C:13](=[CH:14][CH:15]=[C:16]([O:21][CH3:22])[CH:17]=2)[C:12]1=[O:23])(=[O:3])[CH3:2], predict the reactants needed to synthesize it. The reactants are: [C:1]([C:4]1[CH:5]=[N:6][CH:7]=[CH:8][C:9]=1[CH2:10][CH:11]1[CH2:20][CH2:19][C:18]2[C:13](=[CH:14][CH:15]=[C:16]([O:21][CH3:22])[CH:17]=2)[C:12]1=[O:23])(=[O:3])[CH3:2].[CH2:24]([I:27])[CH2:25][CH3:26]. (4) Given the product [NH2:26][C:5]1[N:10]=[C:9]([C:11]2[CH:16]=[CH:15][C:14]([Cl:17])=[CH:13][C:12]=2[Cl:18])[C:8]([C:19]2[CH:24]=[CH:23][C:22]([Cl:25])=[CH:21][CH:20]=2)=[CH:7][N:6]=1, predict the reactants needed to synthesize it. The reactants are: CS([C:5]1[N:10]=[C:9]([C:11]2[CH:16]=[CH:15][C:14]([Cl:17])=[CH:13][C:12]=2[Cl:18])[C:8]([C:19]2[CH:24]=[CH:23][C:22]([Cl:25])=[CH:21][CH:20]=2)=[CH:7][N:6]=1)(=O)=O.[NH3:26]. (5) Given the product [NH2:1][C:2]1[CH:7]=[CH:6][C:5]([C:8]2[C:9]([NH2:15])=[N:10][CH:11]=[C:12]([C:21]3[CH:20]=[N:19][N:18]([CH3:17])[CH:22]=3)[CH:13]=2)=[C:4]([F:16])[CH:3]=1, predict the reactants needed to synthesize it. The reactants are: [NH2:1][C:2]1[CH:7]=[CH:6][C:5]([C:8]2[C:9]([NH2:15])=[N:10][CH:11]=[C:12](Br)[CH:13]=2)=[C:4]([F:16])[CH:3]=1.[CH3:17][N:18]1[CH:22]=[C:21](B2OC(C)(C)C(C)(C)O2)[CH:20]=[N:19]1.C(=O)([O-])[O-].[K+].[K+].C(=O)(O)[O-].[Na+].